The task is: Regression. Given two drug SMILES strings and cell line genomic features, predict the synergy score measuring deviation from expected non-interaction effect.. This data is from NCI-60 drug combinations with 297,098 pairs across 59 cell lines. Drug 1: CCCCCOC(=O)NC1=NC(=O)N(C=C1F)C2C(C(C(O2)C)O)O. Drug 2: CC1=C2C(C(=O)C3(C(CC4C(C3C(C(C2(C)C)(CC1OC(=O)C(C(C5=CC=CC=C5)NC(=O)OC(C)(C)C)O)O)OC(=O)C6=CC=CC=C6)(CO4)OC(=O)C)O)C)O. Cell line: A498. Synergy scores: CSS=3.58, Synergy_ZIP=-0.0900, Synergy_Bliss=1.37, Synergy_Loewe=0.188, Synergy_HSA=0.0176.